From a dataset of Catalyst prediction with 721,799 reactions and 888 catalyst types from USPTO. Predict which catalyst facilitates the given reaction. (1) Reactant: [CH:1]1([C:4]2[CH:5]=[N:6][C:7]([NH:14][C:15]3[CH:16]=[C:17]4[C:21](=[C:22]([CH2:24][CH2:25][CH2:26][O:27][CH2:28][CH3:29])[CH:23]=3)[N:20]([CH3:30])[CH:19]=[CH:18]4)=[C:8]([CH:13]=2)[C:9]([O:11]C)=[O:10])[CH2:3][CH2:2]1.[OH-].[Na+].Cl. Product: [CH:1]1([C:4]2[CH:5]=[N:6][C:7]([NH:14][C:15]3[CH:16]=[C:17]4[C:21](=[C:22]([CH2:24][CH2:25][CH2:26][O:27][CH2:28][CH3:29])[CH:23]=3)[N:20]([CH3:30])[CH:19]=[CH:18]4)=[C:8]([CH:13]=2)[C:9]([OH:11])=[O:10])[CH2:2][CH2:3]1. The catalyst class is: 111. (2) Reactant: [I:1][C:2]1[CH:3]=[CH:4][C:5]([C:8]2([NH2:11])[CH2:10][CH2:9]2)=[N:6][CH:7]=1.[CH3:12][C:13]([O:16][C:17](O[C:17]([O:16][C:13]([CH3:15])([CH3:14])[CH3:12])=[O:18])=[O:18])([CH3:15])[CH3:14].C(N(CC)CC)C. Product: [C:13]([O:16][C:17](=[O:18])[NH:11][C:8]1([C:5]2[CH:4]=[CH:3][C:2]([I:1])=[CH:7][N:6]=2)[CH2:9][CH2:10]1)([CH3:15])([CH3:14])[CH3:12]. The catalyst class is: 20. (3) Reactant: [Br:1][C:2]1[CH:3]=[C:4]([CH:7]=[CH:8][CH:9]=1)[CH:5]=O.[C:10]([O:14][C:15]([NH:17][CH:18](P(OC)(OC)=O)[C:19]([O:21][CH3:22])=[O:20])=[O:16])([CH3:13])([CH3:12])[CH3:11].O.C(OCC)(=O)C. Product: [Br:1][C:2]1[CH:3]=[C:4](/[CH:5]=[C:18](\[NH:17][C:15]([O:14][C:10]([CH3:13])([CH3:12])[CH3:11])=[O:16])/[C:19]([O:21][CH3:22])=[O:20])[CH:7]=[CH:8][CH:9]=1. The catalyst class is: 7. (4) Reactant: [N+:1]([C:4]1[CH:51]=[CH:50][C:7]([O:8][CH2:9][CH2:10][CH2:11][CH2:12][Si:13]([CH3:49])([CH3:48])[O:14][Si:15]([CH3:47])([CH3:46])[O:16][Si:17]([CH3:45])([CH3:44])[O:18][Si:19]([CH3:43])([CH3:42])[O:20][Si:21]([CH3:41])([CH3:40])[O:22][Si:23]([CH2:26][CH2:27][CH2:28][CH2:29][O:30][C:31]2[CH:36]=[CH:35][C:34]([N+:37]([O-])=O)=[CH:33][CH:32]=2)([CH3:25])[CH3:24])=[CH:6][CH:5]=1)([O-])=O.[H][H]. Product: [NH2:1][C:4]1[CH:51]=[CH:50][C:7]([O:8][CH2:9][CH2:10][CH2:11][CH2:12][Si:13]([CH3:48])([CH3:49])[O:14][Si:15]([CH3:47])([CH3:46])[O:16][Si:17]([CH3:45])([CH3:44])[O:18][Si:19]([CH3:43])([CH3:42])[O:20][Si:21]([CH3:41])([CH3:40])[O:22][Si:23]([CH2:26][CH2:27][CH2:28][CH2:29][O:30][C:31]2[CH:32]=[CH:33][C:34]([NH2:37])=[CH:35][CH:36]=2)([CH3:24])[CH3:25])=[CH:6][CH:5]=1. The catalyst class is: 45. (5) Reactant: [F:1][C:2]1[CH:7]=[CH:6][C:5]([OH:8])=[C:4]([CH3:9])[CH:3]=1.Br[C:11]1[C:16]([N+:17]([O-:19])=[O:18])=[CH:15][CH:14]=[CH:13][C:12]=1[CH3:20].Cl.CN(C)CC(O)=O.C(=O)([O-])[O-].[Cs+].[Cs+]. Product: [F:1][C:2]1[CH:7]=[CH:6][C:5]([O:8][C:11]2[C:16]([N+:17]([O-:19])=[O:18])=[CH:15][CH:14]=[CH:13][C:12]=2[CH3:20])=[C:4]([CH3:9])[CH:3]=1. The catalyst class is: 155. (6) Reactant: [OH:1][CH:2]1[CH2:7][CH2:6][CH2:5][NH:4][CH2:3]1.C(N(CC)CC)C.[C:15](Cl)(=[O:17])[CH3:16]. Product: [OH:1][CH:2]1[CH2:7][CH2:6][CH2:5][N:4]([C:15](=[O:17])[CH3:16])[CH2:3]1. The catalyst class is: 76. (7) Reactant: [Br:1][C:2]1[CH:7]=[CH:6][C:5]([CH2:8][C:9]([OH:11])=O)=[CH:4][CH:3]=1.Cl.[NH:13]1[CH2:16][CH2:15][CH2:14]1.CN(C(ON1N=NC2C=CC=NC1=2)=[N+](C)C)C.F[P-](F)(F)(F)(F)F.CN1CCOCC1. Product: [N:13]1([C:9](=[O:11])[CH2:8][C:5]2[CH:4]=[CH:3][C:2]([Br:1])=[CH:7][CH:6]=2)[CH2:16][CH2:15][CH2:14]1. The catalyst class is: 31. (8) The catalyst class is: 2. Reactant: C(OC([N:8]1[CH2:13][CH2:12][N:11]([C:14]([C:16]2[CH:17]=[CH:18][CH:19]=[C:20]3[C:24]=2[NH:23][CH:22]=[C:21]3[CH2:25][N:26]2[CH2:31][CH2:30][O:29][CH2:28][CH2:27]2)=[O:15])[CH2:10][CH2:9]1)=O)(C)(C)C.C(O)(C(F)(F)F)=O. Product: [N:26]1([CH2:25][C:21]2[C:20]3[C:24](=[C:16]([C:14]([N:11]4[CH2:12][CH2:13][NH:8][CH2:9][CH2:10]4)=[O:15])[CH:17]=[CH:18][CH:19]=3)[NH:23][CH:22]=2)[CH2:31][CH2:30][O:29][CH2:28][CH2:27]1.